This data is from Catalyst prediction with 721,799 reactions and 888 catalyst types from USPTO. The task is: Predict which catalyst facilitates the given reaction. (1) Reactant: [Cl:1][C:2]1[CH:10]=[C:9]([C:11]([NH:13][CH:14]([C:16]2[NH:20][C:19]3[CH:21]=[CH:22][C:23]([Cl:25])=[CH:24][C:18]=3[N:17]=2)[CH3:15])=[O:12])[CH:8]=[CH:7][C:3]=1[C:4]([OH:6])=O.[NH2:26][CH2:27][CH2:28][NH:29][CH2:30][CH3:31].C(N(C(C)C)CC)(C)C.ClCl. Product: [NH2:26][CH2:27][CH2:28][N:29]([CH2:30][CH3:31])[C:4]([C:3]1[CH:7]=[CH:8][C:9]([C:11]([NH:13][CH:14]([C:16]2[NH:20][C:19]3[CH:21]=[CH:22][C:23]([Cl:25])=[CH:24][C:18]=3[N:17]=2)[CH3:15])=[O:12])=[CH:10][C:2]=1[Cl:1])=[O:6]. The catalyst class is: 16. (2) Reactant: [NH2:1][C:2]1[N:10]=[CH:9][N:8]=[C:7]2[C:3]=1[N:4]([C:30]1[CH:35]=[CH:34][C:33]([O:36][C:37]3[CH:42]=[CH:41][C:40]([O:43]C)=[CH:39][CH:38]=3)=[CH:32][CH:31]=1)[C:5](=[O:29])[N:6]2[C:11]1[CH:12]=[C:13]([N:17]([CH3:28])[C:18](=[O:27])/[CH:19]=[CH:20]/[CH2:21][N:22]([CH:24]2[CH2:26][CH2:25]2)[CH3:23])[CH:14]=[CH:15][CH:16]=1.B(Br)(Br)Br. Product: [NH2:1][C:2]1[N:10]=[CH:9][N:8]=[C:7]2[C:3]=1[N:4]([C:30]1[CH:31]=[CH:32][C:33]([O:36][C:37]3[CH:42]=[CH:41][C:40]([OH:43])=[CH:39][CH:38]=3)=[CH:34][CH:35]=1)[C:5](=[O:29])[N:6]2[C:11]1[CH:12]=[C:13]([N:17]([CH3:28])[C:18](=[O:27])/[CH:19]=[CH:20]/[CH2:21][N:22]([CH:24]2[CH2:26][CH2:25]2)[CH3:23])[CH:14]=[CH:15][CH:16]=1. The catalyst class is: 2. (3) Reactant: [H-].[H-].[H-].[H-].[Li+].[Al+3].[CH2:7]([NH:14][C@H:15]1[CH2:20][CH2:19][O:18][C@@H:17]([C:21](OCC)=[O:22])[CH2:16]1)[C:8]1[CH:13]=[CH:12][CH:11]=[CH:10][CH:9]=1. Product: [CH2:7]([NH:14][C@H:15]1[CH2:20][CH2:19][O:18][C@@H:17]([CH2:21][OH:22])[CH2:16]1)[C:8]1[CH:9]=[CH:10][CH:11]=[CH:12][CH:13]=1. The catalyst class is: 1. (4) Reactant: [CH2:1]([C@H:8]([NH:39]C(=O)OC(C)(C)C)[C@@H:9]([OH:38])[CH2:10][C@@H:11]([NH:25][C:26](=[O:37])[C@H:27]([C:33]([CH3:36])([CH3:35])[CH3:34])[NH:28][C:29]([O:31][CH3:32])=[O:30])[CH2:12][C:13]1[CH:18]=[CH:17][C:16]([C:19]2[CH:24]=[CH:23][N:22]=[CH:21][CH:20]=2)=[CH:15][CH:14]=1)[C:2]1[CH:7]=[CH:6][CH:5]=[CH:4][CH:3]=1.FC(F)(F)C(O)=O. Product: [NH2:39][C@@H:8]([CH2:1][C:2]1[CH:3]=[CH:4][CH:5]=[CH:6][CH:7]=1)[C@@H:9]([OH:38])[CH2:10][C@@H:11]([NH:25][C:26](=[O:37])[C@H:27]([C:33]([CH3:36])([CH3:35])[CH3:34])[NH:28][C:29]([O:31][CH3:32])=[O:30])[CH2:12][C:13]1[CH:14]=[CH:15][C:16]([C:19]2[CH:20]=[CH:21][N:22]=[CH:23][CH:24]=2)=[CH:17][CH:18]=1. The catalyst class is: 4.